This data is from Catalyst prediction with 721,799 reactions and 888 catalyst types from USPTO. The task is: Predict which catalyst facilitates the given reaction. (1) Reactant: Cl.[CH2:2]([O:4][C:5](=[O:15])[C@H:6]([CH2:8][C:9]1[CH:14]=[CH:13][CH:12]=[CH:11][CH:10]=1)[NH2:7])[CH3:3].[C:16]([O:20][C:21]([N:23](C1C=CC=CC=1)[CH2:24][C:25](O)=[O:26])=[O:22])([CH3:19])([CH3:18])[CH3:17].C(N(C(C)C)CC)(C)C.N1(OC(N(C)C)=[N+](C)C)[C:47]2[CH:48]=[CH:49][CH:50]=[CH:51][C:46]=2N=N1. Product: [CH2:2]([O:4][C:5](=[O:15])[C@@H:6]([NH:7][C:25](=[O:26])[CH:24]([NH:23][C:21]([O:20][C:16]([CH3:18])([CH3:17])[CH3:19])=[O:22])[C:46]1[CH:47]=[CH:48][CH:49]=[CH:50][CH:51]=1)[CH2:8][C:9]1[CH:14]=[CH:13][CH:12]=[CH:11][CH:10]=1)[CH3:3]. The catalyst class is: 42. (2) Reactant: [CH2:1]([O:4][C:5]1[C:6]([OH:22])=[C:7]([C:11](=[O:21])[CH2:12][C:13]([N:15]2[CH2:20][CH2:19][O:18][CH2:17][CH2:16]2)=O)[CH:8]=[CH:9][CH:10]=1)[CH:2]=[CH2:3].S(OS(C(F)(F)F)(=O)=O)(C(F)(F)F)(=O)=O. Product: [CH2:1]([O:4][C:5]1[CH:10]=[CH:9][CH:8]=[C:7]2[C:6]=1[O:22][C:13]([N:15]1[CH2:16][CH2:17][O:18][CH2:19][CH2:20]1)=[CH:12][C:11]2=[O:21])[CH:2]=[CH2:3]. The catalyst class is: 61. (3) Reactant: [F:1][C:2]1[CH:3]=[C:4]([NH:21][C:22]([C:24]2[C:25](=[O:39])[N:26]([C:33]3[CH:38]=[CH:37][CH:36]=[CH:35][CH:34]=3)[N:27]([CH2:30][CH2:31]O)[C:28]=2[CH3:29])=[O:23])[CH:5]=[CH:6][C:7]=1[O:8][C:9]1[C:18]2[C:13](=[CH:14][C:15]([O:19][CH3:20])=[CH:16][CH:17]=2)[N:12]=[CH:11][CH:10]=1.[C:40]1(=[O:50])[NH:44][C:43](=[O:45])[C:42]2=[CH:46][CH:47]=[CH:48][CH:49]=[C:41]12.C1(P(C2C=CC=CC=2)C2C=CC=CC=2)C=CC=CC=1.N(C(OCC)=O)=NC(OCC)=O. Product: [O:45]=[C:43]1[C:42]2[C:41](=[CH:49][CH:48]=[CH:47][CH:46]=2)[C:40](=[O:50])[N:44]1[CH2:31][CH2:30][N:27]1[C:28]([CH3:29])=[C:24]([C:22]([NH:21][C:4]2[CH:5]=[CH:6][C:7]([O:8][C:9]3[C:18]4[C:13](=[CH:14][C:15]([O:19][CH3:20])=[CH:16][CH:17]=4)[N:12]=[CH:11][CH:10]=3)=[C:2]([F:1])[CH:3]=2)=[O:23])[C:25](=[O:39])[N:26]1[C:33]1[CH:34]=[CH:35][CH:36]=[CH:37][CH:38]=1. The catalyst class is: 2. (4) Reactant: Br[C:2]1[CH:7]=[CH:6][CH:5]=[CH:4][C:3]=1[O:8][C:9]([F:12])([F:11])[F:10].C([Li])CCC.[NH2:18][C:19]1[N:30]=[CH:29][C:28]([Br:31])=[CH:27][C:20]=1[C:21](N(OC)C)=[O:22]. Product: [NH2:18][C:19]1[C:20]([C:21]([C:2]2[CH:7]=[CH:6][CH:5]=[CH:4][C:3]=2[O:8][C:9]([F:12])([F:11])[F:10])=[O:22])=[CH:27][C:28]([Br:31])=[CH:29][N:30]=1. The catalyst class is: 1. (5) Reactant: C([Mg]Cl)(C)C.Br[C:7]1[CH:12]=[C:11]([F:13])[CH:10]=[CH:9][C:8]=1[F:14].O=[C:16]1[CH2:20][CH2:19][CH2:18][N:17]1[C:21]([O:23][C:24]([CH3:27])([CH3:26])[CH3:25])=[O:22]. Product: [F:14][C:8]1[CH:9]=[CH:10][C:11]([F:13])=[CH:12][C:7]=1[C:16]1[N:17]([C:21]([O:23][C:24]([CH3:27])([CH3:26])[CH3:25])=[O:22])[CH2:18][CH2:19][CH:20]=1. The catalyst class is: 1. (6) Product: [C:1]([O:5][C:6]([N:8]1[C@H:12]([CH2:13][CH2:14][C:15]2[CH:16]=[CH:17][C:18]([F:21])=[CH:19][CH:20]=2)[CH2:11][O:10][C:9]1([CH3:23])[CH3:22])=[O:7])([CH3:4])([CH3:2])[CH3:3]. The catalyst class is: 29. Reactant: [C:1]([O:5][C:6]([N:8]1[C@H:12](/[CH:13]=[CH:14]/[C:15]2[CH:20]=[CH:19][C:18]([F:21])=[CH:17][CH:16]=2)[CH2:11][O:10][C:9]1([CH3:23])[CH3:22])=[O:7])([CH3:4])([CH3:3])[CH3:2]. (7) Reactant: [OH:1][CH:2]1[CH2:7][CH2:6][N:5]([CH2:8][C:9]2[CH:16]=[CH:15][CH:14]=[CH:13][C:10]=2[C:11]#[N:12])[CH2:4][CH2:3]1.[H-].[Na+].Cl[C:20]1[C:29]2[C:24](=[C:25]([O:31][CH3:32])[CH:26]=[C:27]([F:30])[CH:28]=2)[N:23]=[C:22]([CH3:33])[CH:21]=1. Product: [F:30][C:27]1[CH:28]=[C:29]2[C:24](=[C:25]([O:31][CH3:32])[CH:26]=1)[N:23]=[C:22]([CH3:33])[CH:21]=[C:20]2[O:1][CH:2]1[CH2:7][CH2:6][N:5]([CH2:8][C:9]2[CH:16]=[CH:15][CH:14]=[CH:13][C:10]=2[C:11]#[N:12])[CH2:4][CH2:3]1. The catalyst class is: 3.